From a dataset of Peptide-MHC class I binding affinity with 185,985 pairs from IEDB/IMGT. Regression. Given a peptide amino acid sequence and an MHC pseudo amino acid sequence, predict their binding affinity value. This is MHC class I binding data. (1) The peptide sequence is TLRDTIPDC. The MHC is HLA-A02:01 with pseudo-sequence HLA-A02:01. The binding affinity (normalized) is 0.331. (2) The peptide sequence is WLGARYLEF. The MHC is HLA-A24:03 with pseudo-sequence HLA-A24:03. The binding affinity (normalized) is 0.672.